Dataset: Reaction yield outcomes from USPTO patents with 853,638 reactions. Task: Predict the reaction yield, written as a fraction of the theoretical maximum amount of product (1.0 means a 100% yield; for example, 0.34 means a 34% yield). (1) The reactants are CO[CH:3](OC)[CH2:4][C:5](=O)[CH3:6].Cl.[Cl:11][C:12]1[CH:21]=[C:20]([O:22][CH3:23])[C:19]([NH:24][NH2:25])=[CH:18][C:13]=1[C:14]([O:16][CH3:17])=[O:15]. The catalyst is CO. The product is [Cl:11][C:12]1[CH:21]=[C:20]([O:22][CH3:23])[C:19]([N:24]2[CH:3]=[CH:4][C:5]([CH3:6])=[N:25]2)=[CH:18][C:13]=1[C:14]([O:16][CH3:17])=[O:15].[Cl:11][C:12]1[CH:21]=[C:20]([O:22][CH3:23])[C:19]([N:24]2[C:5]([CH3:6])=[CH:4][CH:3]=[N:25]2)=[CH:18][C:13]=1[C:14]([O:16][CH3:17])=[O:15]. The yield is 0.210. (2) The reactants are [CH:1]1[N:9]([C@@H:10]2[O:14][C@H:13]([CH2:15][OH:16])[C@@H:12]([OH:17])[C@H:11]2[OH:18])[C:8]2[C:3](=[C:4]([NH2:19])[N:5]=[CH:6][N:7]=2)[C:2]=1[C:20]#[N:21].[OH:22]O. The catalyst is C([O-])([O-])=O.[K+].[K+]. The product is [NH2:19][C:4]1[C:3]2[C:2]([C:20]([NH2:21])=[O:22])=[CH:1][N:9]([C@H:10]3[C@H:11]([OH:18])[C@H:12]([OH:17])[C@@H:13]([CH2:15][OH:16])[O:14]3)[C:8]=2[N:7]=[CH:6][N:5]=1. The yield is 0.680. (3) The reactants are [CH2:1]([O:8][C:9]1[CH:14]=[CH:13][N:12]=[CH:11][C:10]=1[CH:15]1[C:23]2[C:18](=[CH:19][CH:20]=[CH:21][CH:22]=2)[N:17]([CH2:24][CH2:25][CH2:26][CH2:27][CH3:28])[C:16]1=[O:29])[C:2]1[CH:7]=[CH:6][CH:5]=[CH:4][CH:3]=1.[CH2:30]=[O:31]. The catalyst is O1CCCC1. The product is [CH2:1]([O:8][C:9]1[CH:14]=[CH:13][N:12]=[CH:11][C:10]=1[C:15]1([CH2:30][OH:31])[C:23]2[C:18](=[CH:19][CH:20]=[CH:21][CH:22]=2)[N:17]([CH2:24][CH2:25][CH2:26][CH2:27][CH3:28])[C:16]1=[O:29])[C:2]1[CH:7]=[CH:6][CH:5]=[CH:4][CH:3]=1. The yield is 1.00. (4) The reactants are [CH3:1][C:2]1[C:6]([CH2:7][O:8][C:9]2[CH:14]=[CH:13][C:12]([CH2:15][C@H:16]([NH:21][C:22]3[S:23][CH:24]=[C:25]([C:27]4[CH:32]=[CH:31][CH:30]=[CH:29][CH:28]=4)[N:26]=3)[C:17]([O:19]C)=[O:18])=[CH:11][CH:10]=2)=[C:5]([CH3:33])[O:4][N:3]=1.[Li+].[OH-].Cl.O. The catalyst is C1COCC1.CO.O. The product is [CH3:1][C:2]1[C:6]([CH2:7][O:8][C:9]2[CH:10]=[CH:11][C:12]([CH2:15][C@H:16]([NH:21][C:22]3[S:23][CH:24]=[C:25]([C:27]4[CH:28]=[CH:29][CH:30]=[CH:31][CH:32]=4)[N:26]=3)[C:17]([OH:19])=[O:18])=[CH:13][CH:14]=2)=[C:5]([CH3:33])[O:4][N:3]=1. The yield is 0.350. (5) The yield is 0.650. The reactants are [Cl:1][C:2]1[C:3](=[O:25])[N:4]([CH3:24])[CH:5]=[C:6]([C:9]([N:11]2[CH2:16][CH2:15][CH:14]([C:17]3[CH:22]=[CH:21][C:20]([F:23])=[CH:19][CH:18]=3)[CH2:13][CH2:12]2)=[O:10])[C:7]=1Cl.[Cl:26][C:27]1[CH:28]=[CH:29][C:30]([CH3:34])=[C:31]([CH:33]=1)[NH2:32]. The product is [Cl:1][C:2]1[C:3](=[O:25])[N:4]([CH3:24])[CH:5]=[C:6]([C:9]([N:11]2[CH2:16][CH2:15][CH:14]([C:17]3[CH:22]=[CH:21][C:20]([F:23])=[CH:19][CH:18]=3)[CH2:13][CH2:12]2)=[O:10])[C:7]=1[NH:32][C:31]1[CH:33]=[C:27]([Cl:26])[CH:28]=[CH:29][C:30]=1[CH3:34]. No catalyst specified. (6) The reactants are [Cl:1][C:2]1[CH:10]=[C:9]2[C:5]([C:6]([CH:11]=[O:12])=[CH:7][NH:8]2)=[CH:4][C:3]=1[C:13]1[CH:18]=[CH:17][C:16]([O:19][CH2:20][CH2:21][OH:22])=[CH:15][C:14]=1[F:23].Cl([O-])=[O:25].[Na+].CC(=CC)C.P([O-])(O)(O)=O.[Na+]. The catalyst is O.C(O)(C)(C)C. The product is [Cl:1][C:2]1[CH:10]=[C:9]2[C:5]([C:6]([C:11]([OH:25])=[O:12])=[CH:7][NH:8]2)=[CH:4][C:3]=1[C:13]1[CH:18]=[CH:17][C:16]([O:19][CH2:20][CH2:21][OH:22])=[CH:15][C:14]=1[F:23]. The yield is 0.590.